This data is from Forward reaction prediction with 1.9M reactions from USPTO patents (1976-2016). The task is: Predict the product of the given reaction. (1) Given the reactants C[Si]([C:5]#[C:6][C:7]1([OH:17])[CH2:16][CH2:15][C:10]2([O:14][CH2:13][CH2:12][O:11]2)[CH2:9][CH2:8]1)(C)C.C(=O)([O-])[O-].[K+].[K+], predict the reaction product. The product is: [C:6]([C:7]1([OH:17])[CH2:16][CH2:15][C:10]2([O:11][CH2:12][CH2:13][O:14]2)[CH2:9][CH2:8]1)#[CH:5]. (2) Given the reactants Br[C:2]([CH3:13])([CH3:12])[C:3]([C:5]1[CH:10]=[CH:9][CH:8]=[CH:7][C:6]=1C)=[O:4].[CH3:14][C:15]1[C:20]([CH3:21])=[CH:19][C:18]([CH3:22])=[CH:17][C:16]=1[OH:23].[C:24](=O)([O-])[O-].[K+].[K+].CO, predict the reaction product. The product is: [CH3:13][C:2]([O:23][C:16]1[CH:17]=[C:18]([CH3:22])[CH:19]=[C:20]([CH3:21])[C:15]=1[CH3:14])([CH3:12])[C:3]([C:5]1[CH:6]=[CH:7][C:8]([CH3:24])=[CH:9][CH:10]=1)=[O:4]. (3) Given the reactants Cl[C:2]1[C:11]2[C:6](=[CH:7][C:8]([C:12]([N:14]3[CH2:19][CH2:18][CH2:17][CH2:16][CH2:15]3)=[O:13])=[CH:9][CH:10]=2)[N:5]=[CH:4][N:3]=1.[NH2:20][CH2:21][C:22]1[CH:23]=[C:24]([CH:28]=[CH:29][CH:30]=1)[C:25]([NH2:27])=[NH:26].C(N(C(C)C)CC)(C)C, predict the reaction product. The product is: [N:14]1([C:12]([C:8]2[CH:7]=[C:6]3[C:11]([C:2]([NH:20][CH2:21][C:22]4[CH:23]=[C:24]([CH:28]=[CH:29][CH:30]=4)[C:25]([NH2:27])=[NH:26])=[N:3][CH:4]=[N:5]3)=[CH:10][CH:9]=2)=[O:13])[CH2:19][CH2:18][CH2:17][CH2:16][CH2:15]1. (4) Given the reactants [CH3:1][N:2]([CH:21]([CH3:23])[CH3:22])[CH:3]1[C:12]2[C:7](=[CH:8][C:9]([C:13]#[C:14][Si](C)(C)C)=[CH:10][CH:11]=2)[C:6]([CH3:20])([CH3:19])[CH2:5][CH2:4]1.CO.C(=O)([O-])[O-].[K+].[K+], predict the reaction product. The product is: [C:13]([C:9]1[CH:8]=[C:7]2[C:12](=[CH:11][CH:10]=1)[CH:3]([N:2]([CH:21]([CH3:22])[CH3:23])[CH3:1])[CH2:4][CH2:5][C:6]2([CH3:19])[CH3:20])#[CH:14]. (5) Given the reactants C1(C2CCCCCCCC2)BCCCCCCC1.[CH2:19]([C:23]1[N:24]=[C:25]([C:29]2[CH:34]=[CH:33][CH:32]=[CH:31][CH:30]=2)[O:26][C:27]=1[CH3:28])[CH2:20][CH:21]=[CH2:22].[CH2:35]([O:37][C:38]([C:40]1([CH2:45][C:46]2[CH:47]=[N:48][C:49](Br)=[CH:50][CH:51]=2)[CH2:44][CH2:43][CH2:42][O:41]1)=[O:39])[CH3:36].C(=O)([O-])[O-].[Cs+].[Cs+].C1([As](C2C=CC=CC=2)C2C=CC=CC=2)C=CC=CC=1, predict the reaction product. The product is: [CH2:35]([O:37][C:38]([C:40]1([CH2:45][C:46]2[CH:47]=[N:48][C:49]([CH2:22][CH2:21][CH2:20][CH2:19][C:23]3[N:24]=[C:25]([C:29]4[CH:30]=[CH:31][CH:32]=[CH:33][CH:34]=4)[O:26][C:27]=3[CH3:28])=[CH:50][CH:51]=2)[CH2:44][CH2:43][CH2:42][O:41]1)=[O:39])[CH3:36]. (6) Given the reactants Br[C:2]1[CH:3]=[CH:4][C:5]2[C:6]([CH:10]=1)=[N:7][O:8][N:9]=2.C(=O)([O-])[O-].[Na+].[Na+].[CH3:17][N:18]([CH3:28])[C:19]1[CH:24]=[CH:23][C:22](B(O)O)=[CH:21][CH:20]=1, predict the reaction product. The product is: [N:9]1[O:8][N:7]=[C:6]2[CH:10]=[C:2]([C:22]3[CH:23]=[CH:24][C:19]([N:18]([CH3:28])[CH3:17])=[CH:20][CH:21]=3)[CH:3]=[CH:4][C:5]=12. (7) Given the reactants C(NC(C)C)(C)C.[Li].CI.[CH3:11][CH2:12][CH2:13][CH2:14][CH2:15][CH2:16][CH3:17].C1C[O:21][CH2:20][CH2:19]1.C(C1C=CC=CC=1)C, predict the reaction product. The product is: [O:21]1[C:20]2[C:14](=[CH:15][CH:16]=[CH:17][CH:19]=2)[CH2:13][CH2:12][CH2:11]1.